Dataset: Forward reaction prediction with 1.9M reactions from USPTO patents (1976-2016). Task: Predict the product of the given reaction. (1) Given the reactants Br[CH2:2][CH2:3][CH2:4][O:5][C:6]1[CH:11]=[C:10]([O:12][CH3:13])[C:9]([Cl:14])=[CH:8][C:7]=1[NH:15][C:16](=[O:18])[CH3:17].C([O-])([O-])=O.[K+].[K+].[F:25][C:26]1[CH:38]=[CH:37][C:29]([CH2:30][C:31]2([OH:36])[CH2:35][CH2:34][NH:33][CH2:32]2)=[CH:28][CH:27]=1, predict the reaction product. The product is: [Cl:14][C:9]1[C:10]([O:12][CH3:13])=[CH:11][C:6]([O:5][CH2:4][CH2:3][CH2:2][N:33]2[CH2:34][CH2:35][C:31]([CH2:30][C:29]3[CH:37]=[CH:38][C:26]([F:25])=[CH:27][CH:28]=3)([OH:36])[CH2:32]2)=[C:7]([NH:15][C:16](=[O:18])[CH3:17])[CH:8]=1. (2) Given the reactants [CH:1]1(B(O)O)[CH2:3][CH2:2]1.C(=O)([O-])[O-].[Na+].[Na+].[CH2:13]([O:20][C:21]1[CH:30]=[C:29]([CH:31]2[CH2:34][CH2:33][CH2:32]2)[C:28](Br)=[CH:27][C:22]=1[C:23]([O:25][CH3:26])=[O:24])[C:14]1[CH:19]=[CH:18][CH:17]=[CH:16][CH:15]=1.C1(P(C2CCCCC2)C2C=CC=CC=2C2C(OC)=CC=CC=2OC)CCCCC1, predict the reaction product. The product is: [CH2:13]([O:20][C:21]1[CH:30]=[C:29]([CH:31]2[CH2:34][CH2:33][CH2:32]2)[C:28]([CH:1]2[CH2:3][CH2:2]2)=[CH:27][C:22]=1[C:23]([O:25][CH3:26])=[O:24])[C:14]1[CH:19]=[CH:18][CH:17]=[CH:16][CH:15]=1.